Dataset: Full USPTO retrosynthesis dataset with 1.9M reactions from patents (1976-2016). Task: Predict the reactants needed to synthesize the given product. (1) Given the product [C:1]([O:4][C:5]1[CH:6]=[C:7](/[CH:8]=[CH:30]/[C:32]2[CH:37]=[CH:36][C:35]([O:38][CH2:39][C:40]3[CH:41]=[CH:42][CH:43]=[CH:44][CH:45]=3)=[C:34]([O:46][CH3:47])[CH:33]=2)[CH:11]=[C:12]([O:14][CH2:15][C:16]2[CH:21]=[CH:20][CH:19]=[CH:18][CH:17]=2)[CH:13]=1)(=[O:3])[CH3:2], predict the reactants needed to synthesize it. The reactants are: [C:1]([O:4][C:5]1[CH:6]=[C:7]([CH:11]=[C:12]([O:14][CH2:15][C:16]2[CH:21]=[CH:20][CH:19]=[CH:18][CH:17]=2)[CH:13]=1)[C:8](O)=O)(=[O:3])[CH3:2].C(N1CCOCC1)C.[CH:30]([C:32]1[CH:37]=[CH:36][C:35]([O:38][CH2:39][C:40]2[CH:45]=[CH:44][CH:43]=[CH:42][CH:41]=2)=[C:34]([O:46][CH3:47])[CH:33]=1)=C. (2) The reactants are: [Cl:1][C:2]1[N:3]=[C:4]([N:13]2[CH2:18][CH2:17][O:16][CH2:15][CH2:14]2)[C:5]2[CH:10]=[C:9]([CH:11]=O)[S:8][C:6]=2[N:7]=1.[N:19]1([CH:25]2[CH2:30][CH2:29][NH:28][CH2:27][CH2:26]2)[CH2:24][CH2:23][CH2:22][CH2:21][CH2:20]1. Given the product [Cl:1][C:2]1[N:3]=[C:4]([N:13]2[CH2:18][CH2:17][O:16][CH2:15][CH2:14]2)[C:5]2[CH:10]=[C:9]([CH2:11][N:28]3[CH2:29][CH2:30][CH:25]([N:19]4[CH2:24][CH2:23][CH2:22][CH2:21][CH2:20]4)[CH2:26][CH2:27]3)[S:8][C:6]=2[N:7]=1, predict the reactants needed to synthesize it. (3) Given the product [C:6]([C:8]1[C:13]([N:14]2[CH2:19][CH2:18][N:17]([C:20](=[O:27])[CH2:21][CH2:22][C:23]([OH:25])=[O:24])[C@H:16]([CH:28]([CH3:30])[CH3:29])[CH2:15]2)=[N:12][C:11]([CH:31]2[CH2:33][CH2:32]2)=[C:10]2[CH2:34][O:35][C:36]([CH3:39])([CH3:38])[CH2:37][C:9]=12)#[N:7], predict the reactants needed to synthesize it. The reactants are: [Li+].[OH-].CO.O.[C:6]([C:8]1[C:13]([N:14]2[CH2:19][CH2:18][N:17]([C:20](=[O:27])[CH2:21][CH2:22][C:23]([O:25]C)=[O:24])[C@H:16]([CH:28]([CH3:30])[CH3:29])[CH2:15]2)=[N:12][C:11]([CH:31]2[CH2:33][CH2:32]2)=[C:10]2[CH2:34][O:35][C:36]([CH3:39])([CH3:38])[CH2:37][C:9]=12)#[N:7]. (4) Given the product [C:27]([NH2:26])(=[O:39])[C:28]1[CH:33]=[CH:32][CH:31]=[CH:30][CH:29]=1.[NH2:2][C:1](=[O:41])[C:3]([NH:26][C:27](=[O:39])[C:28]1[CH:33]=[CH:32][C:31]([O:34][C:35]([F:36])([F:37])[F:38])=[CH:30][CH:29]=1)([CH3:25])[CH2:4][O:5][C:6]1[CH:7]=[CH:8][C:9]2[CH2:13][O:12][B:11]([OH:14])[C:10]=2[C:15]=1[CH2:16][NH2:17], predict the reactants needed to synthesize it. The reactants are: [C:1]([C:3]([NH:26][C:27](=[O:39])[C:28]1[CH:33]=[CH:32][C:31]([O:34][C:35]([F:38])([F:37])[F:36])=[CH:30][CH:29]=1)([CH3:25])[CH2:4][O:5][C:6]1[CH:7]=[CH:8][C:9]2[CH2:13][O:12][B:11]([OH:14])[C:10]=2[C:15]=1[CH2:16][NH:17]C(=O)OC(C)(C)C)#[N:2].C(O)(C(F)(F)F)=[O:41]. (5) Given the product [I:12][C:13]1[CH:14]=[N+:15]([O-:9])[CH:16]=[CH:17][C:18]=1[O:19][CH2:20][CH2:21][C:22]1[CH:26]=[CH:25][S:24][CH:23]=1, predict the reactants needed to synthesize it. The reactants are: ClC1C=CC=C(C(OO)=[O:9])C=1.[I:12][C:13]1[CH:14]=[N:15][CH:16]=[CH:17][C:18]=1[O:19][CH2:20][CH2:21][C:22]1[CH:26]=[CH:25][S:24][CH:23]=1.C(=O)([O-])[O-].[Na+].[Na+]. (6) Given the product [Cl:28][CH2:29][C:30]([N:19]1[CH2:18][CH2:17][C:15]2[N:16]=[C:11]([NH:10][CH:2]3[CH2:3][C:4]4[C:9](=[CH:8][CH:7]=[CH:6][CH:5]=4)[CH2:1]3)[N:12]=[CH:13][C:14]=2[CH2:20]1)=[O:31], predict the reactants needed to synthesize it. The reactants are: [CH2:1]1[C:9]2[C:4](=[CH:5][CH:6]=[CH:7][CH:8]=2)[CH2:3][CH:2]1[NH:10][C:11]1[N:12]=[CH:13][C:14]2[CH2:20][NH:19][CH2:18][CH2:17][C:15]=2[N:16]=1.C(N(CC)CC)C.[Cl:28][CH2:29][C:30](Cl)=[O:31].C(=O)(O)[O-].[Na+].